From a dataset of Forward reaction prediction with 1.9M reactions from USPTO patents (1976-2016). Predict the product of the given reaction. (1) Given the reactants [OH:1][C:2]1[N:7]=[C:6]([C:8]2[CH:13]=[CH:12][CH:11]=[C:10]([CH3:14])[N:9]=2)[CH:5]=[C:4]([C:15]2[CH:16]=[N:17][CH:18]=[C:19]([C:21]3[CH:26]=[CH:25][C:24]([C:27]([N:29]4[CH2:34][CH2:33][N:32]([CH:35]([CH3:37])[CH3:36])[CH2:31][CH2:30]4)=O)=[CH:23][CH:22]=3)[CH:20]=2)[CH:3]=1.C(N1CCN(CC2C=CC(B(O)O)=CC=2)CC1)(C)C, predict the reaction product. The product is: [CH:35]([N:32]1[CH2:31][CH2:30][N:29]([CH2:27][C:24]2[CH:23]=[CH:22][C:21]([C:19]3[CH:20]=[C:15]([C:4]4[CH:3]=[C:2]([OH:1])[N:7]=[C:6]([C:8]5[CH:13]=[CH:12][CH:11]=[C:10]([CH3:14])[N:9]=5)[CH:5]=4)[CH:16]=[N:17][CH:18]=3)=[CH:26][CH:25]=2)[CH2:34][CH2:33]1)([CH3:37])[CH3:36]. (2) The product is: [CH2:1]([O:4][C:5]([N:7]1[CH2:11][C@H:10]([OH:12])[CH2:9][C@H:8]1[CH2:13][O:14][Si:19]([C:16]([CH3:18])([CH3:17])[CH3:15])([CH3:21])[CH3:20])=[O:6])[CH:2]=[CH2:3]. Given the reactants [CH2:1]([O:4][C:5]([N:7]1[CH2:11][C@H:10]([OH:12])[CH2:9][C@H:8]1[CH2:13][OH:14])=[O:6])[CH:2]=[CH2:3].[CH3:15][C:16]([Si:19](Cl)([CH3:21])[CH3:20])([CH3:18])[CH3:17].C1CCN2C(=NCCC2)CC1, predict the reaction product. (3) Given the reactants C(O)(C(F)(F)F)=O.[P:8]([O:20][CH2:21][N:22]1[C:26]2=[N:27][CH:28]=[CH:29][CH:30]=[C:25]2[C:24]([CH2:31][N:32]2[CH:37]=[CH:36][C:35]([C:38]([F:41])([F:40])[F:39])=[C:34]([O:42][C:43]3[CH:48]=[C:47]([C:49]#[N:50])[CH:46]=[C:45]([Cl:51])[CH:44]=3)[C:33]2=[O:52])=[N:23]1)([O:15]C(C)(C)C)([O:10]C(C)(C)C)=[O:9], predict the reaction product. The product is: [P:8]([OH:10])([OH:15])([O:20][CH2:21][N:22]1[C:26]2=[N:27][CH:28]=[CH:29][CH:30]=[C:25]2[C:24]([CH2:31][N:32]2[CH:37]=[CH:36][C:35]([C:38]([F:39])([F:40])[F:41])=[C:34]([O:42][C:43]3[CH:48]=[C:47]([C:49]#[N:50])[CH:46]=[C:45]([Cl:51])[CH:44]=3)[C:33]2=[O:52])=[N:23]1)=[O:9]. (4) Given the reactants [Cl:1][C:2]1[CH:7]=[CH:6][C:5]([S:8]([N:11]2[CH2:16][CH2:15][C:14]3[NH:17][N:18]=[CH:19][C:13]=3[CH:12]2[CH2:20][OH:21])(=[O:10])=[O:9])=[CH:4][CH:3]=1.[CH3:22][N:23]([CH3:27])[C:24](Cl)=[O:25], predict the reaction product. The product is: [CH3:22][N:23]([CH3:27])[C:24](=[O:25])[O:21][CH2:20][CH:12]1[C:13]2[CH:19]=[N:18][NH:17][C:14]=2[CH2:15][CH2:16][N:11]1[S:8]([C:5]1[CH:4]=[CH:3][C:2]([Cl:1])=[CH:7][CH:6]=1)(=[O:9])=[O:10]. (5) Given the reactants [NH2:1][C:2]1[CH:12]=[C:11]([O:13][CH2:14][CH2:15][O:16][CH3:17])[C:10]([O:18][CH2:19][CH2:20][O:21][CH3:22])=[CH:9][C:3]=1[C:4](OCC)=[O:5].[CH:23]([O-])([O-])OC.C([O-])(=O)C.[NH4+:32], predict the reaction product. The product is: [CH3:22][O:21][CH2:20][CH2:19][O:18][C:10]1[CH:9]=[C:3]2[C:2](=[CH:12][C:11]=1[O:13][CH2:14][CH2:15][O:16][CH3:17])[N:1]=[CH:23][NH:32][C:4]2=[O:5]. (6) Given the reactants [C:1]([C:3]1[C:8](=[O:9])[N:7]([CH2:10][C:11]2[CH:16]=[CH:15][C:14]([CH3:17])=[CH:13][C:12]=2[CH3:18])[C:6]([C:19]2[CH:20]=[C:21]([C:25]3[CH:33]=[C:32]4[C:28]([CH:29]=[C:30]([C:34]([O:36]CC)=[O:35])[NH:31]4)=[CH:27][CH:26]=3)[CH:22]=[CH:23][CH:24]=2)=[CH:5][C:4]=1[C:39]([F:42])([F:41])[F:40])#[N:2].C(O)C.[Li+].[OH-], predict the reaction product. The product is: [C:1]([C:3]1[C:8](=[O:9])[N:7]([CH2:10][C:11]2[CH:16]=[CH:15][C:14]([CH3:17])=[CH:13][C:12]=2[CH3:18])[C:6]([C:19]2[CH:20]=[C:21]([C:25]3[CH:33]=[C:32]4[C:28]([CH:29]=[C:30]([C:34]([OH:36])=[O:35])[NH:31]4)=[CH:27][CH:26]=3)[CH:22]=[CH:23][CH:24]=2)=[CH:5][C:4]=1[C:39]([F:40])([F:41])[F:42])#[N:2]. (7) Given the reactants [O:1]1[C:5]2[CH:6]=[CH:7][CH:8]=[CH:9][C:4]=2[N:3]=[C:2]1[N:10]1[CH2:14][CH2:13][CH2:12][C@H:11]1[C:15]([O:17]C)=[O:16].O[Li].O.Cl, predict the reaction product. The product is: [O:1]1[C:5]2[CH:6]=[CH:7][CH:8]=[CH:9][C:4]=2[N:3]=[C:2]1[N:10]1[CH2:14][CH2:13][CH2:12][C@H:11]1[C:15]([OH:17])=[O:16]. (8) Given the reactants [CH2:1]([S:3][C:4]1[C:5]([C:10]#N)=[N:6][CH:7]=[CH:8][CH:9]=1)[CH3:2].S(=O)(=O)(O)[OH:13].[OH-:17].[Na+], predict the reaction product. The product is: [CH2:1]([S:3][C:4]1[C:5]([C:10]([OH:13])=[O:17])=[N:6][CH:7]=[CH:8][CH:9]=1)[CH3:2]. (9) Given the reactants [CH3:1][C:2]1[CH:3]=[CH:4][CH:5]=[C:6]2[C:10]=1[N:9]([CH2:11][CH2:12][C:13]1[CH:18]=[CH:17][CH:16]=[CH:15][CH:14]=1)[CH:8]=[C:7]2[C:19]([OH:21])=O.Cl.[F:23][C:24]([F:43])([F:42])[C:25]([NH:27][CH2:28][C:29]1[CH:34]=[CH:33][C:32]([F:35])=[C:31]([CH:36]2[CH2:41][CH2:40][NH:39][CH2:38][CH2:37]2)[CH:30]=1)=[O:26], predict the reaction product. The product is: [F:42][C:24]([F:23])([F:43])[C:25]([NH:27][CH2:28][C:29]1[CH:34]=[CH:33][C:32]([F:35])=[C:31]([CH:36]2[CH2:41][CH2:40][N:39]([C:19]([C:7]3[C:6]4[C:10](=[C:2]([CH3:1])[CH:3]=[CH:4][CH:5]=4)[N:9]([CH2:11][CH2:12][C:13]4[CH:14]=[CH:15][CH:16]=[CH:17][CH:18]=4)[CH:8]=3)=[O:21])[CH2:38][CH2:37]2)[CH:30]=1)=[O:26]. (10) Given the reactants Cl.N([O-])=O.[Na+].[CH2:6]([C:8]1[CH:14]=[CH:13][CH:12]=[C:11]([CH3:15])[C:9]=1N)[CH3:7].[OH:16]S(O)(=O)=O, predict the reaction product. The product is: [CH2:6]([C:8]1[CH:14]=[CH:13][CH:12]=[C:11]([CH3:15])[C:9]=1[OH:16])[CH3:7].